From a dataset of NCI-60 drug combinations with 297,098 pairs across 59 cell lines. Regression. Given two drug SMILES strings and cell line genomic features, predict the synergy score measuring deviation from expected non-interaction effect. Drug 1: COC1=C(C=C2C(=C1)N=CN=C2NC3=CC(=C(C=C3)F)Cl)OCCCN4CCOCC4. Drug 2: CC12CCC3C(C1CCC2OP(=O)(O)O)CCC4=C3C=CC(=C4)OC(=O)N(CCCl)CCCl.[Na+]. Cell line: UO-31. Synergy scores: CSS=16.4, Synergy_ZIP=-10.2, Synergy_Bliss=-18.8, Synergy_Loewe=-15.5, Synergy_HSA=-14.8.